Task: Predict the reaction yield, written as a fraction of the theoretical maximum amount of product (1.0 means a 100% yield; for example, 0.34 means a 34% yield).. Dataset: Reaction yield outcomes from USPTO patents with 853,638 reactions (1) The reactants are [F:1][C:2]1[CH:7]=[CH:6][C:5]([NH:8][C:9](=[O:17])[CH2:10][C:11]2[O:12][C:13]([CH3:16])=[CH:14][CH:15]=2)=[CH:4][CH:3]=1.[O:18]=[C:19]1[CH:23]=[CH:22][C:21](=[O:24])[N:20]1[C:25]1[CH:32]=[CH:31][C:28]([C:29]#[N:30])=[C:27]([C:33](F)(F)F)[CH:26]=1.[CH:37]1[CH:42]=CC=C[CH:38]=1. No catalyst specified. The product is [C:29]([C:28]1[C:27]2[C:26](=[CH:38][CH:37]=[CH:42][CH:33]=2)[C:25]([N:20]2[C:21](=[O:24])[CH:22]3[CH:23]([C:13]4([CH3:16])[O:12][C:11]3([CH2:10][C:9]([NH:8][C:5]3[CH:6]=[CH:7][C:2]([F:1])=[CH:3][CH:4]=3)=[O:17])[CH2:15][CH2:14]4)[C:19]2=[O:18])=[CH:32][CH:31]=1)#[N:30]. The yield is 0.540. (2) The reactants are [OH:1][C@H:2]1[CH2:7][CH2:6][C@H:5]2[C@H:8]3[C@H:17]([CH2:18][CH2:19][C@:3]12[CH3:4])[C:16]1[CH:15]=[CH:14][C:13]([O:20][CH3:21])=[CH:12][C:11]=1[CH2:10][C@H:9]3[CH2:22][CH:23]=[CH:24][CH2:25][CH2:26][CH2:27][CH2:28][CH2:29][CH2:30][CH:31]([CH2:37][CH2:38][CH2:39][C:40]([F:46])([F:45])[C:41]([F:44])([F:43])[F:42])[C:32]([O:34][CH2:35][CH3:36])=[O:33]. The catalyst is C(OCC)(=O)C.[C].[Pd]. The product is [OH:1][C@H:2]1[CH2:7][CH2:6][C@H:5]2[C@H:8]3[C@H:17]([CH2:18][CH2:19][C@:3]12[CH3:4])[C:16]1[CH:15]=[CH:14][C:13]([O:20][CH3:21])=[CH:12][C:11]=1[CH2:10][C@H:9]3[CH2:22][CH2:23][CH2:24][CH2:25][CH2:26][CH2:27][CH2:28][CH2:29][CH2:30][CH:31]([CH2:37][CH2:38][CH2:39][C:40]([F:45])([F:46])[C:41]([F:42])([F:43])[F:44])[C:32]([O:34][CH2:35][CH3:36])=[O:33]. The yield is 0.970. (3) The reactants are [Cl:1][C:2]1[CH:3]=[C:4]([C:9]2(O)[CH2:13][CH2:12][N:11]([C:14]3[CH:19]=[CH:18][C:17]([O:20][CH3:21])=[C:16]([O:22][CH2:23][CH2:24][N:25]4[CH2:30][CH2:29][CH2:28][CH2:27][CH2:26]4)[CH:15]=3)[C:10]2=[O:31])[CH:5]=[CH:6][C:7]=1[Cl:8]. The catalyst is Cl. The product is [Cl:1][C:2]1[CH:3]=[C:4]([C:9]2[C:10](=[O:31])[N:11]([C:14]3[CH:19]=[CH:18][C:17]([O:20][CH3:21])=[C:16]([O:22][CH2:23][CH2:24][N:25]4[CH2:26][CH2:27][CH2:28][CH2:29][CH2:30]4)[CH:15]=3)[CH2:12][CH:13]=2)[CH:5]=[CH:6][C:7]=1[Cl:8]. The yield is 0.552. (4) The reactants are CC1(C)COB([C:8]2[CH:9]=[CH:10][C:11]([F:23])=[C:12]([C:14]3[C:15]([C:21]#[N:22])=[CH:16][C:17]([F:20])=[CH:18][CH:19]=3)[CH:13]=2)OC1.Br[C:26]1[N:30]2[N:31]=[CH:32][C:33]([C:35]([OH:38])([CH3:37])[CH3:36])=[N:34][C:29]2=[N:28][CH:27]=1. No catalyst specified. The product is [F:20][C:17]1[CH:16]=[C:15]([C:21]#[N:22])[C:14]([C:12]2[CH:13]=[C:8]([C:26]3[N:30]4[N:31]=[CH:32][C:33]([C:35]([OH:38])([CH3:36])[CH3:37])=[N:34][C:29]4=[N:28][CH:27]=3)[CH:9]=[CH:10][C:11]=2[F:23])=[CH:19][CH:18]=1. The yield is 0.540. (5) The reactants are [CH2:1](O)[CH2:2][CH2:3][CH2:4][CH2:5][CH2:6][CH2:7][OH:8].[BrH:10].O. The catalyst is C1C=CC=CC=1. The product is [Br:10][CH2:1][CH2:2][CH2:3][CH2:4][CH2:5][CH2:6][CH2:7][OH:8]. The yield is 0.620. (6) The reactants are [CH2:1]([N:8]1[C:13](=[O:14])[CH2:12][NH:11][C:10]2[N:15]=[CH:16][C:17](I)=[CH:18][C:9]1=2)[C:2]1[CH:7]=[CH:6][CH:5]=[CH:4][CH:3]=1.[C:20]([C:22]1[CH:27]=[CH:26][C:25](B2OC(C)(C)C(C)(C)O2)=[CH:24][N:23]=1)#[N:21]. The product is [CH2:1]([N:8]1[C:13](=[O:14])[CH2:12][NH:11][C:10]2[N:15]=[CH:16][C:17]([C:25]3[CH:26]=[CH:27][C:22]([C:20]#[N:21])=[N:23][CH:24]=3)=[CH:18][C:9]1=2)[C:2]1[CH:7]=[CH:6][CH:5]=[CH:4][CH:3]=1. No catalyst specified. The yield is 0.460. (7) The reactants are [NH2:1][C@@H:2]1[CH2:7][CH2:6][CH2:5][N:4]([C:8]2[N:9]([CH2:21][C:22]3[CH:29]=[CH:28][CH:27]=[CH:26][C:23]=3[C:24]#[N:25])[C:10](=[O:20])[C:11]([C:14]#[C:15][Si](C)(C)C)=[CH:12][N:13]=2)[CH2:3]1.CCCC[N+](CCCC)(CCCC)CCCC.[F-]. The catalyst is C1COCC1. The product is [NH2:1][C@@H:2]1[CH2:7][CH2:6][CH2:5][N:4]([C:8]2[N:9]([CH2:21][C:22]3[CH:29]=[CH:28][CH:27]=[CH:26][C:23]=3[C:24]#[N:25])[C:10](=[O:20])[C:11]([C:14]#[CH:15])=[CH:12][N:13]=2)[CH2:3]1. The yield is 0.710.